Dataset: Forward reaction prediction with 1.9M reactions from USPTO patents (1976-2016). Task: Predict the product of the given reaction. (1) The product is: [C:39]([OH:46])(=[O:45])/[CH:40]=[CH:41]\[C:42]([OH:44])=[O:43].[C:39]([OH:46])(=[O:45])/[CH:40]=[CH:41]\[C:42]([OH:44])=[O:43].[C:39]([OH:46])(=[O:45])/[CH:40]=[CH:41]\[C:42]([OH:44])=[O:43].[NH2:1][C:2]1[N:7]=[CH:6][N:5]=[C:4]2[N:8]([CH:32]3[CH2:37][CH2:36][N:35]([CH3:38])[CH2:34][CH2:33]3)[N:9]=[C:10]([C:11]3[CH:16]=[CH:15][C:14]([NH:17][C:18](=[O:29])[C:19]4[CH:24]=[CH:23][C:22]([C:25]([F:27])([F:28])[F:26])=[CH:21][CH:20]=4)=[C:13]([O:30][CH3:31])[CH:12]=3)[C:3]=12. Given the reactants [NH2:1][C:2]1[N:7]=[CH:6][N:5]=[C:4]2[N:8]([CH:32]3[CH2:37][CH2:36][N:35]([CH3:38])[CH2:34][CH2:33]3)[N:9]=[C:10]([C:11]3[CH:16]=[CH:15][C:14]([NH:17][C:18](=[O:29])[C:19]4[CH:24]=[CH:23][C:22]([C:25]([F:28])([F:27])[F:26])=[CH:21][CH:20]=4)=[C:13]([O:30][CH3:31])[CH:12]=3)[C:3]=12.[C:39]([OH:46])(=[O:45])/[CH:40]=[CH:41]\[C:42]([OH:44])=[O:43], predict the reaction product. (2) Given the reactants [H-].[Na+].[C:3]([C:7]1[CH:8]=[C:9]2[C:14](=[C:15]([F:17])[CH:16]=1)[C:13](=[O:18])[NH:12][N:11]=[CH:10]2)([CH3:6])([CH3:5])[CH3:4].[Br:19][C:20]1[CH:25]=[CH:24][C:23]([CH2:26]Cl)=[C:22]([F:28])[CH:21]=1.[NH4+].[Cl-], predict the reaction product. The product is: [Br:19][C:20]1[CH:25]=[CH:24][C:23]([CH2:26][N:12]2[N:11]=[CH:10][C:9]3[C:14](=[C:15]([F:17])[CH:16]=[C:7]([C:3]([CH3:6])([CH3:4])[CH3:5])[CH:8]=3)[C:13]2=[O:18])=[C:22]([F:28])[CH:21]=1. (3) Given the reactants C1CCC(N=C=NC2CCCCC2)CC1.[C:16](O)(=[O:20])[CH2:17][CH2:18][CH3:19].[C:22]([O:26][C:27]([NH:29][C@H:30]([C:34]([O:36][CH2:37][CH2:38][C@@H:39]([CH2:52][OH:53])[CH2:40][N:41]1[CH:49]=[N:48][C:47]2[C:46](=[O:50])[NH:45][C:44]([NH2:51])=[N:43][C:42]1=2)=[O:35])[CH:31]([CH3:33])[CH3:32])=[O:28])([CH3:25])([CH3:24])[CH3:23], predict the reaction product. The product is: [C:22]([O:26][C:27]([NH:29][C@H:30]([C:34]([O:36][CH2:37][CH2:38][C@@H:39]([CH2:52][O:53][C:16](=[O:20])[CH2:17][CH2:18][CH3:19])[CH2:40][N:41]1[CH:49]=[N:48][C:47]2[C:46](=[O:50])[NH:45][C:44]([NH2:51])=[N:43][C:42]1=2)=[O:35])[CH:31]([CH3:33])[CH3:32])=[O:28])([CH3:23])([CH3:24])[CH3:25]. (4) Given the reactants [C:1]([O:5][C:6]([N:8]1[CH2:13][CH2:12][N:11]2[C:14]([C:17](=[O:22])C(Cl)(Cl)Cl)=[CH:15][CH:16]=[C:10]2[CH:9]1[CH3:23])=[O:7])([CH3:4])([CH3:3])[CH3:2].[CH2:24]([NH2:26])[CH3:25], predict the reaction product. The product is: [C:1]([O:5][C:6]([N:8]1[CH2:13][CH2:12][N:11]2[C:14]([C:17](=[O:22])[NH:26][CH2:24][CH3:25])=[CH:15][CH:16]=[C:10]2[CH:9]1[CH3:23])=[O:7])([CH3:4])([CH3:3])[CH3:2]. (5) The product is: [C:27]1([C:18]2[CH:19]=[CH:20][CH:21]=[CH:22][CH:23]=2)[CH:28]=[CH:29][C:30]([C:6]([N:8]2[CH2:12][C:11](=[CH:13][Cl:14])[CH2:10][C@H:9]2[C:15]([NH:43][C:39]2[CH:38]=[C:37]3[C:42](=[CH:41][CH:40]=2)[N:33]=[CH:34][CH:35]=[CH:36]3)=[O:17])=[O:7])=[CH:31][CH:32]=1. Given the reactants C(O[C:6]([N:8]1[CH2:12][C:11](=[CH:13][Cl:14])[CH2:10][C@H:9]1[C:15]([OH:17])=O)=[O:7])(C)(C)C.[C:18]1([C:27]2[CH:32]=[CH:31][CH:30]=[CH:29][CH:28]=2)[CH:23]=[CH:22][C:21](C(Cl)=O)=[CH:20][CH:19]=1.[N:33]1[C:42]2[C:37](=[CH:38][C:39]([NH2:43])=[CH:40][CH:41]=2)[CH:36]=[CH:35][CH:34]=1, predict the reaction product. (6) Given the reactants [CH3:1][C:2]1[O:7][C:6](=[O:8])[C:5]2[CH:9]=[CH:10][CH:11]=[C:12]([C:13]([OH:15])=O)[C:4]=2[N:3]=1.C([O-])(=O)C.[NH4+:20], predict the reaction product. The product is: [CH3:1][C:2]1[NH:20][C:13](=[O:15])[C:12]2[C:4](=[C:5]([C:6]([OH:7])=[O:8])[CH:9]=[CH:10][CH:11]=2)[N:3]=1. (7) Given the reactants [Br:1][C:2]1[CH:7]=[CH:6][C:5]([F:8])=[CH:4][C:3]=1[SH:9].[C:10](=O)([O-])[O-].[K+].[K+].IC, predict the reaction product. The product is: [Br:1][C:2]1[CH:7]=[CH:6][C:5]([F:8])=[CH:4][C:3]=1[S:9][CH3:10]. (8) The product is: [Br:16][CH2:1][C:2]1[CH:3]=[C:4]([CH:13]=[CH:14][CH:15]=1)[C:5]([C:7]1[CH:12]=[CH:11][CH:10]=[CH:9][CH:8]=1)=[O:6]. Given the reactants [CH3:1][C:2]1[CH:3]=[C:4]([CH:13]=[CH:14][CH:15]=1)[C:5]([C:7]1[CH:12]=[CH:11][CH:10]=[CH:9][CH:8]=1)=[O:6].[Br:16]N1C(=O)CCC1=O.N(C(C)(C)C#N)=NC(C)(C)C#N, predict the reaction product. (9) Given the reactants C([N:11]1[CH2:15][CH2:14][C@H:13]([N:16]([CH:27]2[CH2:32][CH2:31][CH2:30][CH2:29][CH2:28]2)[C:17](=[O:26])[C:18]([CH3:25])([CH3:24])[CH2:19][O:20][C:21](=[O:23])[CH3:22])[CH2:12]1)(OCC1C=CC=CC=1)=O, predict the reaction product. The product is: [CH:27]1([N:16]([C:17](=[O:26])[C:18]([CH3:25])([CH3:24])[CH2:19][O:20][C:21](=[O:23])[CH3:22])[C@H:13]2[CH2:14][CH2:15][NH:11][CH2:12]2)[CH2:28][CH2:29][CH2:30][CH2:31][CH2:32]1.